Dataset: Catalyst prediction with 721,799 reactions and 888 catalyst types from USPTO. Task: Predict which catalyst facilitates the given reaction. (1) Reactant: CSC.B.[Br:5][C:6]1[CH:14]=[CH:13][C:9]([C:10](O)=[O:11])=[C:8]([CH3:15])[CH:7]=1.S(C)C. Product: [Br:5][C:6]1[CH:14]=[CH:13][C:9]([CH2:10][OH:11])=[C:8]([CH3:15])[CH:7]=1. The catalyst class is: 1. (2) Reactant: [Cl:1][C:2]1[CH:7]=[CH:6][C:5]([C:8]2[N:9](S(C3C=CC=CC=3)(=O)=O)[CH:10]=[C:11]([C:13]([C:15]3[CH:20]=[CH:19][C:18]([F:21])=[CH:17][CH:16]=3)=[O:14])[N:12]=2)=[CH:4][CH:3]=1.[F-].C([N+](CCCC)(CCCC)CCCC)CCC.C([O-])(O)=O.[Na+]. Product: [Cl:1][C:2]1[CH:3]=[CH:4][C:5]([C:8]2[NH:9][CH:10]=[C:11]([C:13]([C:15]3[CH:20]=[CH:19][C:18]([F:21])=[CH:17][CH:16]=3)=[O:14])[N:12]=2)=[CH:6][CH:7]=1. The catalyst class is: 1. (3) Reactant: [C:1]([C:5]1[O:6][C:7](Br)=[C:8]([C:10]2[CH:15]=[CH:14][C:13]([F:16])=[CH:12][CH:11]=2)[N:9]=1)([CH3:4])([CH3:3])[CH3:2].[CH2:18]([N:22]1[C:26]2[CH:27]=[C:28](Br)[CH:29]=[CH:30][C:25]=2[N:24]=[C:23]1[NH2:32])[CH:19]([CH3:21])[CH3:20].C(=O)([O-])[O-].[Cs+].[Cs+].C1(P(C2C=CC=CC=2)C2C=CC=CC=2)C=CC=CC=1. Product: [CH2:18]([N:22]1[C:26]2[CH:27]=[C:28]([C:7]3[O:6][C:5]([C:1]([CH3:4])([CH3:3])[CH3:2])=[N:9][C:8]=3[C:10]3[CH:15]=[CH:14][C:13]([F:16])=[CH:12][CH:11]=3)[CH:29]=[CH:30][C:25]=2[N:24]=[C:23]1[NH2:32])[CH:19]([CH3:21])[CH3:20]. The catalyst class is: 613. (4) Reactant: Br[C:2]1[CH:3]=[C:4]2[C:9](=[C:10]([CH3:12])[CH:11]=1)[N:8]=[C:7]([C:13]1[CH:14]=[N:15][CH:16]=[CH:17][CH:18]=1)[N:6]=[C:5]2[NH:19][CH3:20].[CH3:21][O:22][C:23]1[CH:24]=[C:25](B(O)O)[CH:26]=[CH:27][CH:28]=1.C([O-])([O-])=O.[K+].[K+]. Product: [CH3:21][O:22][C:23]1[CH:28]=[C:27]([C:2]2[CH:3]=[C:4]3[C:9](=[C:10]([CH3:12])[CH:11]=2)[N:8]=[C:7]([C:13]2[CH:14]=[N:15][CH:16]=[CH:17][CH:18]=2)[N:6]=[C:5]3[NH:19][CH3:20])[CH:26]=[CH:25][CH:24]=1. The catalyst class is: 551.